Dataset: Forward reaction prediction with 1.9M reactions from USPTO patents (1976-2016). Task: Predict the product of the given reaction. (1) Given the reactants [Cl:1][C:2]1[CH:3]=[C:4]2[C:9](=[CH:10][C:11]=1[O:12][C:13]1[CH:21]=[CH:20][C:16]([C:17]([OH:19])=O)=[CH:15][CH:14]=1)[O:8][CH2:7][CH2:6][CH:5]2[C:22]([O:24][CH2:25][CH3:26])=[O:23].C(Cl)(=O)C(Cl)=O.C(N(C(C)C)C(C)C)C.[NH2:42][CH:43]([CH2:46][C:47]1[CH:52]=[CH:51][C:50]([Cl:53])=[CH:49][CH:48]=1)[CH2:44][OH:45], predict the reaction product. The product is: [Cl:1][C:2]1[CH:3]=[C:4]2[C:9](=[CH:10][C:11]=1[O:12][C:13]1[CH:14]=[CH:15][C:16]([C:17](=[O:19])[NH:42][CH:43]([CH2:44][OH:45])[CH2:46][C:47]3[CH:52]=[CH:51][C:50]([Cl:53])=[CH:49][CH:48]=3)=[CH:20][CH:21]=1)[O:8][CH2:7][CH2:6][CH:5]2[C:22]([O:24][CH2:25][CH3:26])=[O:23]. (2) Given the reactants OC(C(F)(F)F)=O.[CH:8]([C@:11]1([C:17]([N:19]2[CH2:28][CH2:27][C:26]3[C:21](=[CH:22][C:23]([C:29]([F:32])([F:31])[F:30])=[CH:24][CH:25]=3)[CH2:20]2)=[O:18])[CH2:15][CH2:14][C@@H:13]([NH2:16])[CH2:12]1)([CH3:10])[CH3:9].[OH:33][C:34]1([C:41]2[S:42][C:43]([CH3:46])=[CH:44][N:45]=2)[CH2:39][CH2:38][C:37](=O)[CH2:36][CH2:35]1.C(N(CC)CC)C.C(O[BH-](OC(=O)C)OC(=O)C)(=O)C.[Na+], predict the reaction product. The product is: [CH:8]([C@:11]1([C:17]([N:19]2[CH2:28][CH2:27][C:26]3[C:21](=[CH:22][C:23]([C:29]([F:32])([F:30])[F:31])=[CH:24][CH:25]=3)[CH2:20]2)=[O:18])[CH2:15][CH2:14][C@@H:13]([NH:16][CH:37]2[CH2:38][CH2:39][C:34]([C:41]3[S:42][C:43]([CH3:46])=[CH:44][N:45]=3)([OH:33])[CH2:35][CH2:36]2)[CH2:12]1)([CH3:10])[CH3:9]. (3) The product is: [CH2:3]([O:5][C:6](=[O:33])[C:7]([CH3:32])([O:25][C:26]1[CH:31]=[CH:30][CH:29]=[CH:28][CH:27]=1)[CH2:8][C:9]1[CH:10]=[CH:11][C:12]([O:15][CH2:16][CH2:17][CH:18]2[CH2:22][N:21]([CH2:35][C:36]3[CH:37]=[CH:38][C:39]([C:40](=[O:41])[C:42]4[CH:43]=[CH:44][CH:45]=[CH:46][CH:47]=4)=[CH:48][CH:49]=3)[C:20](=[O:23])[N:19]2[CH3:24])=[CH:13][CH:14]=1)[CH3:4]. Given the reactants [H-].[Na+].[CH2:3]([O:5][C:6](=[O:33])[C:7]([CH3:32])([O:25][C:26]1[CH:31]=[CH:30][CH:29]=[CH:28][CH:27]=1)[CH2:8][C:9]1[CH:14]=[CH:13][C:12]([O:15][CH2:16][CH2:17][CH:18]2[CH2:22][NH:21][C:20](=[O:23])[N:19]2[CH3:24])=[CH:11][CH:10]=1)[CH3:4].Br[CH2:35][C:36]1[CH:49]=[CH:48][C:39]([C:40]([C:42]2[CH:47]=[CH:46][CH:45]=[CH:44][CH:43]=2)=[O:41])=[CH:38][CH:37]=1, predict the reaction product. (4) Given the reactants [CH3:1][O:2][C:3]1[CH:12]=[CH:11][C:6]2[C:7](=[O:10])[CH2:8][O:9][C:5]=2[C:4]=1[CH2:13][CH2:14][CH:15]1[CH2:20][CH2:19][N:18]([C:21]([O:23][C:24]([CH3:27])([CH3:26])[CH3:25])=[O:22])[CH2:17][CH2:16]1.[NH:28]1[C:36]2[C:31](=[CH:32][CH:33]=[CH:34][CH:35]=2)[C:30]([CH:37]=O)=[N:29]1, predict the reaction product. The product is: [NH:28]1[C:36]2[C:31](=[CH:32][CH:33]=[CH:34][CH:35]=2)[C:30](/[CH:37]=[C:8]2\[O:9][C:5]3[C:4]([CH2:13][CH2:14][CH:15]4[CH2:20][CH2:19][N:18]([C:21]([O:23][C:24]([CH3:27])([CH3:26])[CH3:25])=[O:22])[CH2:17][CH2:16]4)=[C:3]([O:2][CH3:1])[CH:12]=[CH:11][C:6]=3[C:7]\2=[O:10])=[N:29]1. (5) Given the reactants [NH2:1][C:2]1[CH:3]=[C:4]([F:22])[C:5]([F:21])=[C:6]([C@:8]2([CH3:20])[C@H:14]3[C@:12]([S:15]([CH3:18])(=[O:17])=[O:16])([CH2:13]3)[S:11][C:10]([NH2:19])=[N:9]2)[CH:7]=1.Cl[C:24]1[C:29]2=[N:30][CH:31]=[C:32]([O:34][CH2:35][C:36]3[O:37][CH:38]=[CH:39][N:40]=3)[N:33]=[C:28]2[CH:27]=[CH:26][N:25]=1.O.C1(C)C=CC(S(O)(=O)=O)=CC=1.[Al], predict the reaction product. The product is: [F:21][C:5]1[C:4]([F:22])=[CH:3][C:2]([NH:1][C:24]2[C:29]3=[N:30][CH:31]=[C:32]([O:34][CH2:35][C:36]4[O:37][CH:38]=[CH:39][N:40]=4)[N:33]=[C:28]3[CH:27]=[CH:26][N:25]=2)=[CH:7][C:6]=1[C@:8]1([CH3:20])[C@H:14]2[C@:12]([S:15]([CH3:18])(=[O:16])=[O:17])([CH2:13]2)[S:11][C:10]([NH2:19])=[N:9]1. (6) Given the reactants [C:1]([CH2:3][CH2:4][CH:5]([CH2:10][CH2:11][C:12]#[N:13])[CH2:6][CH2:7][C:8]#[N:9])#[N:2].[H][H], predict the reaction product. The product is: [NH2:2][CH2:1][CH2:3][CH2:4][CH:5]([CH2:10][CH2:11][CH2:12][NH2:13])[CH2:6][CH2:7][CH2:8][NH2:9]. (7) Given the reactants [F:1][C:2]1[CH:3]=[C:4]([C:8]2[CH:17]=[C:16]3[C:11]([CH2:12][CH2:13][CH2:14][C:15]3=[N:18][C:19]3[CH:20]=[C:21]([CH:30]=[CH:31][CH:32]=3)[O:22][CH2:23][C:24](OC(C)C)=[O:25])=[CH:10][CH:9]=2)[CH:5]=[CH:6][CH:7]=1.[Na], predict the reaction product. The product is: [F:1][C:2]1[CH:3]=[C:4]([C:8]2[CH:17]=[C:16]3[C:11]([CH2:12][CH2:13][CH2:14][CH:15]3[NH:18][C:19]3[CH:20]=[C:21]([CH:30]=[CH:31][CH:32]=3)[O:22][CH2:23][CH2:24][OH:25])=[CH:10][CH:9]=2)[CH:5]=[CH:6][CH:7]=1.